From a dataset of Catalyst prediction with 721,799 reactions and 888 catalyst types from USPTO. Predict which catalyst facilitates the given reaction. (1) Reactant: [NH2:1][C:2]1[N:7]([CH2:8][CH:9]([O:11][CH2:12][CH3:13])[CH3:10])[C:6](=[S:14])[NH:5][C:4](=[O:15])[CH:3]=1.[N:16]([O-])=[O:17].[Na+]. Product: [NH2:1][C:2]1[N:7]([CH2:8][CH:9]([O:11][CH2:12][CH3:13])[CH3:10])[C:6](=[S:14])[NH:5][C:4](=[O:15])[C:3]=1[N:16]=[O:17]. The catalyst class is: 15. (2) Reactant: [NH2:1][C:2]1[CH:23]=[CH:22][C:5]([CH2:6][N:7]2[C:15]3[C:10](=[CH:11][CH:12]=[CH:13][CH:14]=3)[C:9]([CH2:16][C:17]([O:19][CH2:20][CH3:21])=[O:18])=[N:8]2)=[CH:4][CH:3]=1.C(N(CC)CC)C.[CH:31]1[C:40]2[C:35](=[CH:36][CH:37]=[CH:38][CH:39]=2)[CH:34]=[CH:33][C:32]=1[C:41](Cl)=[O:42].C(=O)(O)[O-].[Na+]. Product: [CH:31]1[C:40]2[C:35](=[CH:36][CH:37]=[CH:38][CH:39]=2)[CH:34]=[CH:33][C:32]=1[C:41]([NH:1][C:2]1[CH:3]=[CH:4][C:5]([CH2:6][N:7]2[C:15]3[C:10](=[CH:11][CH:12]=[CH:13][CH:14]=3)[C:9]([CH2:16][C:17]([O:19][CH2:20][CH3:21])=[O:18])=[N:8]2)=[CH:22][CH:23]=1)=[O:42]. The catalyst class is: 4. (3) Reactant: C([O:5][C:6](=[O:26])[C:7]([S:10][C:11]1[S:12][CH:13]=[C:14]([CH2:16][CH2:17][NH:18][CH2:19][CH2:20][CH2:21][CH2:22][CH2:23][CH2:24][CH3:25])[N:15]=1)([CH3:9])[CH3:8])(C)(C)C.[N:27]1[C:36]2[C:31](=[CH:32][CH:33]=[CH:34][CH:35]=2)[N:30]=[CH:29][C:28]=1[C:37](O)=[O:38].FC(F)(F)C(O)=O. Product: [CH2:19]([N:18]([C:37]([C:28]1[CH:29]=[N:30][C:31]2[C:36](=[CH:35][CH:34]=[CH:33][CH:32]=2)[N:27]=1)=[O:38])[CH2:17][CH2:16][C:14]1[N:15]=[C:11]([S:10][C:7]([CH3:8])([CH3:9])[C:6]([OH:5])=[O:26])[S:12][CH:13]=1)[CH2:20][CH2:21][CH2:22][CH2:23][CH2:24][CH3:25]. The catalyst class is: 4. (4) Reactant: [Cl:1][C:2]1[CH:7]=[CH:6][N:5]=[C:4]2[CH:8]=[CH:9][S:10][C:3]=12.[Li]CCCC.[Br:16]Br. Product: [Br:16][C:9]1[S:10][C:3]2[C:4](=[N:5][CH:6]=[CH:7][C:2]=2[Cl:1])[CH:8]=1. The catalyst class is: 1. (5) Reactant: [NH2:1][C:2]1[S:3][C:4]([CH:14]([CH3:16])[CH3:15])=[CH:5][C:6]=1[C:7]([O:9][C:10]([CH3:13])([CH3:12])[CH3:11])=[O:8].[Cl:17][C:18]1[CH:23]=[CH:22][CH:21]=[C:20]([Cl:24])[C:19]=1[N:25]=[C:26]=[O:27].C(N(CC)CC)C. Product: [Cl:17][C:18]1[CH:23]=[CH:22][CH:21]=[C:20]([Cl:24])[C:19]=1[NH:25][C:26]([NH:1][C:2]1[S:3][C:4]([CH:14]([CH3:16])[CH3:15])=[CH:5][C:6]=1[C:7]([O:9][C:10]([CH3:11])([CH3:13])[CH3:12])=[O:8])=[O:27]. The catalyst class is: 3. (6) The catalyst class is: 5. Reactant: [CH2:1]([N:8]1[CH:12]=[CH:11][N:10]=[CH:9]1)[C:2]1[CH:7]=[CH:6][CH:5]=[CH:4][CH:3]=1.[Cl:13][CH2:14][CH:15]([OH:18])[CH2:16][OH:17]. Product: [Cl-:13].[OH:18][CH:15]([CH2:16][OH:17])[CH2:14][N+:10]1[CH:11]=[CH:12][N:8]([CH2:1][C:2]2[CH:3]=[CH:4][CH:5]=[CH:6][CH:7]=2)[CH:9]=1. (7) Reactant: [CH3:1][O:2][C:3]1[CH:4]=[C:5]2[C:10](=[CH:11][C:12]=1[O:13][CH3:14])[CH2:9][N:8]([C:15]([C@@H:17]1[CH2:22][CH2:21][CH2:20][N:19]([CH2:23][CH2:24][NH:25][C:26](=[O:34])[C:27]3[CH:32]=[CH:31][C:30]([F:33])=[CH:29][CH:28]=3)[CH2:18]1)=[O:16])[CH2:7][CH2:6]2.CCO.[P:38](=[O:42])([OH:41])([OH:40])[OH:39]. Product: [P:38]([OH:42])([OH:41])([OH:40])=[O:39].[CH3:1][O:2][C:3]1[CH:4]=[C:5]2[C:10](=[CH:11][C:12]=1[O:13][CH3:14])[CH2:9][N:8]([C:15]([C@@H:17]1[CH2:22][CH2:21][CH2:20][N:19]([CH2:23][CH2:24][NH:25][C:26](=[O:34])[C:27]3[CH:28]=[CH:29][C:30]([F:33])=[CH:31][CH:32]=3)[CH2:18]1)=[O:16])[CH2:7][CH2:6]2. The catalyst class is: 6. (8) Reactant: [O:1]=[C:2]1[CH:18]=[C:17]([CH:19]2[CH2:24][CH2:23][N:22](C(OC(C)(C)C)=O)[CH2:21][CH2:20]2)[N:5]2[N:6]=[C:7]3[C:12]([CH:11]=[CH:10][CH:9]=[C:8]3[C:13]([F:16])([F:15])[F:14])=[C:4]2[NH:3]1.[ClH:32]. Product: [ClH:32].[NH:22]1[CH2:23][CH2:24][CH:19]([C:17]2[N:5]3[N:6]=[C:7]4[C:12]([CH:11]=[CH:10][CH:9]=[C:8]4[C:13]([F:14])([F:16])[F:15])=[C:4]3[NH:3][C:2](=[O:1])[CH:18]=2)[CH2:20][CH2:21]1. The catalyst class is: 71.